This data is from Reaction yield outcomes from USPTO patents with 853,638 reactions. The task is: Predict the reaction yield, written as a fraction of the theoretical maximum amount of product (1.0 means a 100% yield; for example, 0.34 means a 34% yield). (1) The reactants are C1(P(C2C=CC=CC=2)C2C=CC=CC=2)C=CC=CC=1.[N:20]([C:23]1([CH3:40])[CH2:26][N:25]([CH:27]([C:34]2[CH:39]=[CH:38][CH:37]=[CH:36][CH:35]=2)[C:28]2[CH:33]=[CH:32][CH:31]=[CH:30][CH:29]=2)[CH2:24]1)=[N+]=[N-]. The catalyst is C1COCC1.O. The product is [CH:27]([N:25]1[CH2:26][C:23]([NH2:20])([CH3:40])[CH2:24]1)([C:34]1[CH:39]=[CH:38][CH:37]=[CH:36][CH:35]=1)[C:28]1[CH:29]=[CH:30][CH:31]=[CH:32][CH:33]=1. The yield is 0.840. (2) The reactants are Cl[C:2]1[N:12]=[CH:11][CH:10]=[CH:9][C:3]=1[C:4]([O:6][CH2:7][CH3:8])=[O:5].[CH2:13]([CH:15]([CH2:18][CH3:19])[CH2:16][NH2:17])[CH3:14]. No catalyst specified. The product is [CH2:13]([CH:15]([CH2:18][CH3:19])[CH2:16][NH:17][C:2]1[N:12]=[CH:11][CH:10]=[CH:9][C:3]=1[C:4]([O:6][CH2:7][CH3:8])=[O:5])[CH3:14]. The yield is 0.760. (3) The reactants are C([N:8]1[CH2:12][CH2:11][C:10]2([C:16]3[CH:17]=[CH:18][CH:19]=[CH:20][C:15]=3[CH2:14][O:13]2)[CH2:9]1)C1C=CC=CC=1. The catalyst is CO.[Pd]. The product is [NH:8]1[CH2:12][CH2:11][C:10]2([C:16]3[CH:17]=[CH:18][CH:19]=[CH:20][C:15]=3[CH2:14][O:13]2)[CH2:9]1. The yield is 0.920. (4) The reactants are [CH:1]1([CH:6]([OH:17])[C:7]([O:9][CH2:10][C:11]2[CH:16]=[CH:15][CH:14]=[CH:13][CH:12]=2)=[O:8])[CH2:5][CH2:4][CH2:3][CH2:2]1.CC(OI1(OC(C)=O)(OC(C)=O)OC(=O)C2C=CC=CC1=2)=O. The catalyst is ClCCl.S([O-])([O-])(=O)=S.[Na+].[Na+]. The product is [O:17]=[C:6]([CH:1]1[CH2:5][CH2:4][CH2:3][CH2:2]1)[C:7]([O:9][CH2:10][C:11]1[CH:12]=[CH:13][CH:14]=[CH:15][CH:16]=1)=[O:8]. The yield is 0.790.